This data is from Catalyst prediction with 721,799 reactions and 888 catalyst types from USPTO. The task is: Predict which catalyst facilitates the given reaction. (1) Reactant: [C:1]([O:5][C:6](=O)[NH:7][C@H:8]([C:14](=[O:34])[NH:15][C@H:16]([CH2:23][N:24]1[C:32]2[C:27](=[CH:28][C:29]([F:33])=[CH:30][CH:31]=2)[CH2:26][CH2:25]1)[CH2:17][CH2:18][S:19]([CH3:22])(=[O:21])=[O:20])[CH2:9][C:10]([CH3:13])([CH3:12])[CH3:11])(C)([CH3:3])[CH3:2].FC(F)(F)C(O)=O.CN(C(ON1N=N[C:53]2[CH:54]=CC=N[C:52]1=2)=[N+](C)C)C.F[P-](F)(F)(F)(F)F.C([N:70](C(C)C)CC)(C)C.C(=O)(O)[O-].[Na+]. Product: [F:33][C:29]1[CH:28]=[C:27]2[C:32](=[CH:31][CH:30]=1)[N:24]([CH2:23][C@@H:16]([NH:15][C:14](=[O:34])[C@@H:8]([NH:7][C:6]1[O:5][C:1]3[CH:2]=[CH:54][CH:53]=[CH:52][C:3]=3[N:70]=1)[CH2:9][C:10]([CH3:13])([CH3:12])[CH3:11])[CH2:17][CH2:18][S:19]([CH3:22])(=[O:21])=[O:20])[CH2:25][CH2:26]2. The catalyst class is: 46. (2) The catalyst class is: 22. Product: [Br:10][CH:8]([CH3:9])[C:2](=[O:1])[CH2:3][C:4]([O:6][CH3:7])=[O:5]. Reactant: [O:1]=[C:2]([CH2:8][CH3:9])[CH2:3][C:4]([O:6][CH3:7])=[O:5].[Br:10]Br. (3) Reactant: [C:1]([C:4]1[CH:9]=[CH:8][C:7]([N:10]2[CH:14]=[N:13][N:12]=[C:11]2[C:15]2[S:31][C:18]3[C:19]4[CH:27]=[CH:26][C:25]([C:28](O)=[O:29])=[CH:24][C:20]=4[O:21][CH2:22][CH2:23][C:17]=3[CH:16]=2)=[C:6]([Cl:32])[CH:5]=1)(O)=[O:2].CN.[CH3:35][N:36](C(ON1N=NC2C=CC=NC1=2)=[N+](C)C)C.F[P-](F)(F)(F)(F)F.C[CH2:60][N:61](C(C)C)C(C)C. Product: [Cl:32][C:6]1[CH:5]=[C:4]([C:1](=[O:2])[NH:36][CH3:35])[CH:9]=[CH:8][C:7]=1[N:10]1[CH:14]=[N:13][N:12]=[C:11]1[C:15]1[S:31][C:18]2[C:19]3[CH:27]=[CH:26][C:25]([C:28]([NH:61][CH3:60])=[O:29])=[CH:24][C:20]=3[O:21][CH2:22][CH2:23][C:17]=2[CH:16]=1. The catalyst class is: 1. (4) Reactant: Cl[C:2]1[N:10]=[C:9]2[C:5]([N:6]([CH:11]([C:13]3[CH:18]=[CH:17][C:16]([Cl:19])=[CH:15][CH:14]=3)[CH3:12])[CH:7]=[N:8]2)=[C:4]([NH:20][C@@H:21]([CH:23]2[CH2:25][CH2:24]2)[CH3:22])[N:3]=1.C[C:27]([N:29](C)C)=O. Product: [Cl:19][C:16]1[CH:15]=[CH:14][C:13]([CH:11]([N:6]2[C:5]3[C:9](=[N:10][C:2]([C:27]#[N:29])=[N:3][C:4]=3[NH:20][C@@H:21]([CH:23]3[CH2:25][CH2:24]3)[CH3:22])[N:8]=[CH:7]2)[CH3:12])=[CH:18][CH:17]=1. The catalyst class is: 267. (5) Reactant: [Br:1][C:2]1[C:7]([CH3:8])=[CH:6][C:5]([OH:9])=[CH:4][C:3]=1[CH3:10].C(=O)([O-])[O-].[K+].[K+].[CH3:17][O:18][CH2:19]Cl. Product: [Br:1][C:2]1[C:7]([CH3:8])=[CH:6][C:5]([O:9][CH2:17][O:18][CH3:19])=[CH:4][C:3]=1[CH3:10]. The catalyst class is: 10. (6) Reactant: P12(SP3(SP(SP(S3)(S1)=S)(=S)S2)=S)=[S:2].[Cl:15][C:16]1[CH:17]=[CH:18][C:19]([O:28][CH2:29][CH:30]([CH3:32])[CH3:31])=[C:20]([C:22]([F:27])([F:26])[C:23]([NH2:25])=O)[CH:21]=1. Product: [Cl:15][C:16]1[CH:17]=[CH:18][C:19]([O:28][CH2:29][CH:30]([CH3:32])[CH3:31])=[C:20]([C:22]([F:27])([F:26])[C:23](=[S:2])[NH2:25])[CH:21]=1. The catalyst class is: 843. (7) Reactant: [N+:1]([C:4]1[C:13]([CH3:14])=[CH:12][C:7]([C:8]([NH:10][CH3:11])=[O:9])=[CH:6][C:5]=1[CH3:15])([O-])=O. Product: [NH2:1][C:4]1[C:5]([CH3:15])=[CH:6][C:7]([C:8]([NH:10][CH3:11])=[O:9])=[CH:12][C:13]=1[CH3:14]. The catalyst class is: 19. (8) Reactant: [NH2:1][C:2]1[CH:7]=[CH:6][CH:5]=[CH:4][C:3]=1[NH:8][C:9]1[C:17]2[O:16][CH2:15][C@H:14]([N:18]([C:33](=[O:38])[C:34]([F:37])([F:36])[F:35])[C:19]3[CH:32]=[CH:31][C:22]4[C@H:23]([CH2:26][C:27]([O:29][CH3:30])=[O:28])[CH2:24][O:25][C:21]=4[CH:20]=3)[C:13]=2[CH:12]=[CH:11][CH:10]=1.[CH2:39]([O:41][C:42](OCC)(OCC)OCC)[CH3:40]. Product: [CH2:39]([O:41][C:42]1[N:8]([C:9]2[C:17]3[O:16][CH2:15][C@H:14]([N:18]([C:33](=[O:38])[C:34]([F:37])([F:36])[F:35])[C:19]4[CH:32]=[CH:31][C:22]5[C@H:23]([CH2:26][C:27]([O:29][CH3:30])=[O:28])[CH2:24][O:25][C:21]=5[CH:20]=4)[C:13]=3[CH:12]=[CH:11][CH:10]=2)[C:3]2[CH:4]=[CH:5][CH:6]=[CH:7][C:2]=2[N:1]=1)[CH3:40]. The catalyst class is: 15.